This data is from Forward reaction prediction with 1.9M reactions from USPTO patents (1976-2016). The task is: Predict the product of the given reaction. (1) The product is: [Cl:20][C:15]1[C:14]([F:21])=[C:13]([CH:18]=[CH:17][C:16]=1[F:19])[C:12]([N:11]([CH2:10][CH2:9][OH:8])[CH3:23])=[O:22]. Given the reactants [Si]([O:8][CH2:9][CH2:10][N:11]([CH3:23])[C:12](=[O:22])[C:13]1[CH:18]=[CH:17][C:16]([F:19])=[C:15]([Cl:20])[C:14]=1[F:21])(C(C)(C)C)(C)C.OC1C=C(C=C(O[C@@H](C)CO[Si](C(C)C)(C(C)C)C(C)C)C=1)C(NC1C=CN(C)N=1)=O.C(=O)([O-])[O-].[K+].[K+].O, predict the reaction product. (2) Given the reactants Br[CH2:2]/[CH:3]=[CH:4]/[C:5]([NH:7][C:8]1[CH:9]=[C:10]2[C:15](=[CH:16][C:17]=1[O:18][CH:19]1[CH2:23][CH2:22][O:21][CH2:20]1)[N:14]=[CH:13][C:12]([C:24]#[N:25])=[C:11]2[NH:26][C:27]1[CH:32]=[CH:31][C:30]([O:33][CH2:34][C:35]2[CH:40]=[CH:39][CH:38]=[CH:37][N:36]=2)=[C:29]([Cl:41])[CH:28]=1)=[O:6].[Na+].[I-].Cl.[CH3:45][NH:46][CH3:47].C(=O)([O-])[O-].[K+].[K+].C([O-])(O)=O.[Na+], predict the reaction product. The product is: [Cl:41][C:29]1[CH:28]=[C:27]([NH:26][C:11]2[C:10]3[C:15](=[CH:16][C:17]([O:18][CH:19]4[CH2:23][CH2:22][O:21][CH2:20]4)=[C:8]([NH:7][C:5](=[O:6])/[CH:4]=[CH:3]/[CH2:2][N:46]([CH3:47])[CH3:45])[CH:9]=3)[N:14]=[CH:13][C:12]=2[C:24]#[N:25])[CH:32]=[CH:31][C:30]=1[O:33][CH2:34][C:35]1[CH:40]=[CH:39][CH:38]=[CH:37][N:36]=1.